Dataset: Reaction yield outcomes from USPTO patents with 853,638 reactions. Task: Predict the reaction yield, written as a fraction of the theoretical maximum amount of product (1.0 means a 100% yield; for example, 0.34 means a 34% yield). The reactants are [NH2:1][C:2]1[CH:7]=[CH:6][C:5]([OH:8])=[CH:4][CH:3]=1.CC(C)([O-])C.[K+].Cl[C:16]1[CH:21]=[CH:20][N:19]=[C:18]([C:22]([NH:24][CH3:25])=[O:23])[CH:17]=1.C([O-])([O-])=O.[K+].[K+]. The catalyst is CN(C=O)C. The product is [CH3:25][NH:24][C:22]([C:18]1[CH:17]=[C:16]([O:8][C:5]2[CH:6]=[CH:7][C:2]([NH2:1])=[CH:3][CH:4]=2)[CH:21]=[CH:20][N:19]=1)=[O:23]. The yield is 0.840.